Dataset: Forward reaction prediction with 1.9M reactions from USPTO patents (1976-2016). Task: Predict the product of the given reaction. (1) Given the reactants [N:1]([CH2:4][CH2:5][CH2:6][C:7]1[CH:12]=[CH:11][CH:10]=[CH:9][CH:8]=1)=[C:2]=[O:3].[NH2:13][CH2:14][CH2:15][CH2:16][CH2:17][C:18]([CH3:22])([CH3:21])[CH2:19][OH:20], predict the reaction product. The product is: [OH:20][CH2:19][C:18]([CH3:22])([CH3:21])[CH2:17][CH2:16][CH2:15][CH2:14][NH:13][C:2]([NH:1][CH2:4][CH2:5][CH2:6][C:7]1[CH:12]=[CH:11][CH:10]=[CH:9][CH:8]=1)=[O:3]. (2) Given the reactants [Cl:1][C:2]1[CH:7]=[CH:6][C:5]([N+:8]([O-:10])=[O:9])=[CH:4][C:3]=1[O:11]C, predict the reaction product. The product is: [Cl:1][C:2]1[CH:7]=[CH:6][C:5]([N+:8]([O-:10])=[O:9])=[CH:4][C:3]=1[OH:11]. (3) Given the reactants C([Li])CCC.[CH2:6]([C:8]1[C:9]([NH:14][C:15](=O)OC(C)(C)C)=[N:10][CH:11]=[CH:12][CH:13]=1)[CH3:7].Cl.[OH-].[Na+], predict the reaction product. The product is: [CH3:7][C:6]1[C:8]2[C:9](=[N:10][CH:11]=[CH:12][CH:13]=2)[NH:14][CH:15]=1. (4) Given the reactants [CH2:1]([N:3]1[CH:7]=[C:6](B2OC(C)(C)C(C)(C)O2)[CH:5]=[N:4]1)[CH3:2].Br[C:18]1[CH:27]=[C:26]2[C:21]([CH:22]=[CH:23][C:24]([C:28]([NH:30][C:31]3[CH:32]=[N:33][CH:34]=[CH:35][C:36]=3[N:37]3[CH2:42][C@H:41]([CH:43]4[CH2:45][CH2:44]4)[C@@H:40]([O:46][Si](C(C)(C)C)(C)C)[C@H:39]([NH:54]C(=O)OC(C)(C)C)[CH2:38]3)=[O:29])=[N:25]2)=[N:20][CH:19]=1, predict the reaction product. The product is: [NH2:54][C@H:39]1[C@H:40]([OH:46])[C@@H:41]([CH:43]2[CH2:44][CH2:45]2)[CH2:42][N:37]([C:36]2[CH:35]=[CH:34][N:33]=[CH:32][C:31]=2[NH:30][C:28]([C:24]2[CH:23]=[CH:22][C:21]3[C:26](=[CH:27][C:18]([C:6]4[CH:5]=[N:4][N:3]([CH2:1][CH3:2])[CH:7]=4)=[CH:19][N:20]=3)[N:25]=2)=[O:29])[CH2:38]1. (5) Given the reactants [Si]([O:8][CH2:9][CH2:10][CH2:11][NH:12][CH3:13])(C(C)(C)C)(C)C.[C:14](O[C:14]([O:16][C:17]([CH3:20])([CH3:19])[CH3:18])=[O:15])([O:16][C:17]([CH3:20])([CH3:19])[CH3:18])=[O:15].[F-].C([N+](CCCC)(CCCC)CCCC)CCC, predict the reaction product. The product is: [OH:8][CH2:9][CH2:10][CH2:11][N:12]([CH3:13])[C:14](=[O:15])[O:16][C:17]([CH3:20])([CH3:19])[CH3:18].